This data is from Full USPTO retrosynthesis dataset with 1.9M reactions from patents (1976-2016). The task is: Predict the reactants needed to synthesize the given product. (1) Given the product [NH:15]1[CH2:18][CH:17]([C:19]([N:21]2[CH2:24][CH2:23][CH2:22]2)=[O:20])[CH2:16]1, predict the reactants needed to synthesize it. The reactants are: C(O)(C(F)(F)F)=O.C(OC([N:15]1[CH2:18][CH:17]([C:19]([N:21]2[CH2:24][CH2:23][CH2:22]2)=[O:20])[CH2:16]1)=O)(C)(C)C. (2) The reactants are: [NH:1]1[CH:5]=[C:4]([C:6]2[C:7]([NH2:12])=[N:8][CH:9]=[CH:10][CH:11]=2)[CH:3]=[N:2]1.[H-].[Na+].[CH2:15]([O:22][C:23]1[CH:28]=[CH:27][C:26]([CH2:29]Cl)=[CH:25][N:24]=1)[C:16]1[CH:21]=[CH:20][CH:19]=[CH:18][CH:17]=1. Given the product [CH2:15]([O:22][C:23]1[N:24]=[CH:25][C:26]([CH2:29][N:1]2[CH:5]=[C:4]([C:6]3[C:7]([NH2:12])=[N:8][CH:9]=[CH:10][CH:11]=3)[CH:3]=[N:2]2)=[CH:27][CH:28]=1)[C:16]1[CH:17]=[CH:18][CH:19]=[CH:20][CH:21]=1, predict the reactants needed to synthesize it. (3) Given the product [NH2:8][CH2:7][C:6]1[CH:9]=[CH:10][CH:11]=[C:12]([C:13]2[N:17]=[C:16]([C:18]3[CH:23]=[CH:22][C:21]([O:24][CH:25]([CH3:27])[CH3:26])=[C:20]([Cl:28])[CH:19]=3)[O:15][N:14]=2)[C:5]=1[CH2:1][CH2:2][CH2:3][OH:29], predict the reactants needed to synthesize it. The reactants are: [CH2:1]([C:5]1[C:12]([C:13]2[N:17]=[C:16]([C:18]3[CH:23]=[CH:22][C:21]([O:24][CH:25]([CH3:27])[CH3:26])=[C:20]([Cl:28])[CH:19]=3)[O:15][N:14]=2)=[CH:11][CH:10]=[CH:9][C:6]=1[C:7]#[N:8])[CH2:2][CH:3]=C.[O:29]=O.CSC.Cl. (4) Given the product [CH:32]1([CH2:31][CH:26]([C:23]2[CH:22]=[CH:21][C:20]([O:13][C:14]3[CH:15]=[CH:16][CH:17]=[CH:18][CH:19]=3)=[CH:25][CH:24]=2)[C:27]([OH:29])=[O:28])[CH2:36][CH2:35][CH2:34][CH2:33]1, predict the reactants needed to synthesize it. The reactants are: C(NC(C)C)(C)C.C([Li])CCC.[O:13]([C:20]1[CH:25]=[CH:24][C:23]([CH2:26][C:27]([OH:29])=[O:28])=[CH:22][CH:21]=1)[C:14]1[CH:19]=[CH:18][CH:17]=[CH:16][CH:15]=1.I[CH2:31][CH:32]1[CH2:36][CH2:35][CH2:34][CH2:33]1.Cl. (5) Given the product [Cl:28][C:25]1[CH:26]=[CH:27][C:22]([CH2:21][NH:20][C:18]([C:13]2[NH:14][C:15]3[C:11]([CH:12]=2)=[CH:10][C:9]([NH:8][C:49](=[O:50])[CH2:48][NH:47][C:45](=[O:46])[O:44][C:41]([CH3:40])([CH3:42])[CH3:43])=[CH:17][CH:16]=3)=[O:19])=[C:23]([F:39])[C:24]=1[O:29][C:30]1[CH:35]=[C:34]([C:36]#[N:37])[CH:33]=[C:32]([Cl:38])[CH:31]=1, predict the reactants needed to synthesize it. The reactants are: FC(F)(F)C(O)=O.[NH2:8][C:9]1[CH:10]=[C:11]2[C:15](=[CH:16][CH:17]=1)[NH:14][C:13]([C:18]([NH:20][CH2:21][C:22]1[CH:27]=[CH:26][C:25]([Cl:28])=[C:24]([O:29][C:30]3[CH:35]=[C:34]([C:36]#[N:37])[CH:33]=[C:32]([Cl:38])[CH:31]=3)[C:23]=1[F:39])=[O:19])=[CH:12]2.[CH3:40][C:41]([O:44][C:45]([NH:47][CH2:48][C:49](O)=[O:50])=[O:46])([CH3:43])[CH3:42].CCN(C(C)C)C(C)C.O=C1N(P(Cl)(N2CCOC2=O)=O)CCO1. (6) Given the product [CH2:1]([N:8]([C:9]1[CH:10]=[C:11]([C:15]2[C:24]3[C:19](=[CH:20][C:21]([O:27][CH3:28])=[C:22]([O:25][CH3:26])[CH:23]=3)[N:18]=[C:17]([NH:29][CH3:30])[N:16]=2)[CH:12]=[CH:13][CH:14]=1)[CH3:31])[C:2]1[CH:3]=[CH:4][CH:5]=[CH:6][CH:7]=1, predict the reactants needed to synthesize it. The reactants are: [CH2:1]([NH:8][C:9]1[CH:10]=[C:11]([C:15]2[C:24]3[C:19](=[CH:20][C:21]([O:27][CH3:28])=[C:22]([O:25][CH3:26])[CH:23]=3)[N:18]=[C:17]([NH:29][CH3:30])[N:16]=2)[CH:12]=[CH:13][CH:14]=1)[C:2]1[CH:7]=[CH:6][CH:5]=[CH:4][CH:3]=1.[CH3:31]I.